This data is from Peptide-MHC class II binding affinity with 134,281 pairs from IEDB. The task is: Regression. Given a peptide amino acid sequence and an MHC pseudo amino acid sequence, predict their binding affinity value. This is MHC class II binding data. The peptide sequence is INAGFKAALAAAAGVPPADKY. The MHC is DRB1_0401 with pseudo-sequence DRB1_0401. The binding affinity (normalized) is 0.845.